From a dataset of Forward reaction prediction with 1.9M reactions from USPTO patents (1976-2016). Predict the product of the given reaction. (1) Given the reactants [CH2:1]([O:3][C:4]1[CH:5]=[C:6]2[C:16](=[CH:17][CH:18]=1)[O:15][C:9]1([CH2:14][CH2:13][CH2:12][CH2:11][CH2:10]1)[CH2:8][C:7]2=O)[CH3:2].Cl.O([NH2:23])C.N1C=CC=CC=1.[H-].[H-].[H-].[H-].[Li+].[Al+3], predict the reaction product. The product is: [CH2:1]([O:3][C:4]1[CH:5]=[C:6]2[C:16](=[CH:17][CH:18]=1)[O:15][C:9]1([CH2:14][CH2:13][CH2:12][CH2:11][CH2:10]1)[CH2:8][CH:7]2[NH2:23])[CH3:2]. (2) Given the reactants [CH2:1]1[O:5][C:4]2[CH:6]=[C:7]([Cl:12])[C:8]([CH2:10]Cl)=[CH:9][C:3]=2[O:2]1.[CH2:13]([N:20]1[C:28]2[C:23](=[CH:24][CH:25]=[C:26]([CH2:29][C:30]([OH:32])=[O:31])[CH:27]=2)[CH:22]=[CH:21]1)[C:14]1[CH:19]=[CH:18][CH:17]=[CH:16][CH:15]=1, predict the reaction product. The product is: [Cl:12][C:7]1[C:8]([CH2:10][N:20]2[C:28]3[C:23](=[CH:24][CH:25]=[C:26]([CH2:29][C:30]([OH:32])=[O:31])[CH:27]=3)[CH:22]=[CH:21]2)=[CH:9][C:3]2[O:2][CH2:1][O:5][C:4]=2[CH:6]=1.[CH2:13]([N:20]1[C:28]2[C:23](=[CH:24][CH:25]=[C:26]([CH2:29][C:30]([OH:32])=[O:31])[CH:27]=2)[CH:22]=[CH:21]1)[C:14]1[CH:15]=[CH:16][CH:17]=[CH:18][CH:19]=1. (3) Given the reactants C([Si](C)(C)[O:6][C:7]1([CH:10]2[N:15]([S:16]([C:19]3[CH:24]=[CH:23][C:22]([Cl:25])=[CH:21][CH:20]=3)(=[O:18])=[O:17])[CH:14]([C:26]3[CH:27]=[N:28][CH:29]=[CH:30][CH:31]=3)[CH2:13][CH2:12][CH2:11]2)[CH2:9][CH2:8]1)(C)(C)C.CCCC[N+](CCCC)(CCCC)CCCC.[F-], predict the reaction product. The product is: [Cl:25][C:22]1[CH:21]=[CH:20][C:19]([S:16]([N:15]2[CH:10]([C:7]3([OH:6])[CH2:9][CH2:8]3)[CH2:11][CH2:12][CH2:13][CH:14]2[C:26]2[CH:27]=[N:28][CH:29]=[CH:30][CH:31]=2)(=[O:18])=[O:17])=[CH:24][CH:23]=1.